Dataset: Forward reaction prediction with 1.9M reactions from USPTO patents (1976-2016). Task: Predict the product of the given reaction. (1) Given the reactants [C@@H:1]1([NH2:8])[CH2:6][CH2:5][CH2:4][CH2:3][C@H:2]1[NH2:7].[F:9][C:10]1[CH:11]=[C:12]([CH:15]=[CH:16][C:17]=1[F:18])[CH:13]=O.[N:19]#[C:20]Br, predict the reaction product. The product is: [F:9][C:10]1[CH:11]=[C:12]([CH:15]=[CH:16][C:17]=1[F:18])[CH2:13][N:7]1[C@@H:2]2[CH2:3][CH2:4][CH2:5][CH2:6][C@H:1]2[N:8]([CH2:13][C:12]2[CH:15]=[CH:16][C:17]([F:18])=[C:10]([F:9])[CH:11]=2)[C:20]1=[NH:19]. (2) Given the reactants Cl.[CH:2]1([N:5]2[CH2:10][C:9]3([CH2:15][CH2:14][NH:13][CH2:12][CH2:11]3)[O:8][CH2:7][C:6]2=[O:16])[CH2:4][CH2:3]1.[Br:17][C:18]1[C:23]([F:24])=[CH:22][C:21]([S:25](Cl)(=[O:27])=[O:26])=[CH:20][C:19]=1[F:29], predict the reaction product. The product is: [Br:17][C:18]1[C:23]([F:24])=[CH:22][C:21]([S:25]([N:13]2[CH2:12][CH2:11][C:9]3([O:8][CH2:7][C:6](=[O:16])[N:5]([CH:2]4[CH2:4][CH2:3]4)[CH2:10]3)[CH2:15][CH2:14]2)(=[O:26])=[O:27])=[CH:20][C:19]=1[F:29]. (3) Given the reactants B#B.[Cl:3][C:4]1[CH:5]=[C:6]([CH:21]=[CH:22][C:23]=1[Cl:24])[CH2:7][N:8]1[CH2:13][CH2:12][N:11]([C:14]([C@@H:16]([NH2:20])[CH:17]([CH3:19])[CH3:18])=O)[CH2:10][CH2:9]1, predict the reaction product. The product is: [Cl:3][C:4]1[CH:5]=[C:6]([CH:21]=[CH:22][C:23]=1[Cl:24])[CH2:7][N:8]1[CH2:13][CH2:12][N:11]([CH2:14][C@@H:16]([NH2:20])[CH:17]([CH3:19])[CH3:18])[CH2:10][CH2:9]1. (4) Given the reactants [N:1]1[CH:6]=[CH:5][CH:4]=[CH:3][C:2]=1[N:7]1[C:11]([NH:12][C:13]2[CH:21]=[CH:20][CH:19]=[CH:18][C:14]=2[C:15](O)=O)=[CH:10][CH:9]=[N:8]1.P(Cl)(Cl)([Cl:24])=O.[OH-].[Na+], predict the reaction product. The product is: [Cl:24][C:15]1[C:14]2[C:13](=[CH:21][CH:20]=[CH:19][CH:18]=2)[N:12]=[C:11]2[N:7]([C:2]3[CH:3]=[CH:4][CH:5]=[CH:6][N:1]=3)[N:8]=[CH:9][C:10]=12. (5) The product is: [N+:1]([C:4]1[CH:9]=[CH:8][C:7]([F:11])=[CH:6][CH:5]=1)([O-:3])=[O:2]. Given the reactants [N+:1]([C:4]1[CH:9]=[CH:8][C:7](Cl)=[CH:6][CH:5]=1)([O-:3])=[O:2].[F-:11].[K+], predict the reaction product.